From a dataset of Full USPTO retrosynthesis dataset with 1.9M reactions from patents (1976-2016). Predict the reactants needed to synthesize the given product. (1) Given the product [NH2:8][C:7]1[CH:6]=[CH:5][C:4]([C:11]([N:13]2[CH2:17][CH2:16][CH2:15][CH2:14]2)=[O:12])=[CH:3][C:2]=1[F:1], predict the reactants needed to synthesize it. The reactants are: [F:1][C:2]1[CH:3]=[C:4]([C:11]([N:13]2[CH2:17][CH2:16][CH2:15][CH2:14]2)=[O:12])[CH:5]=[CH:6][C:7]=1[N+:8]([O-])=O. (2) The reactants are: [Br:1][C:2]1[CH:3]=[C:4]([B:8]([OH:10])[OH:9])[CH:5]=[CH:6][CH:7]=1.[CH3:11][C:12]([CH2:16]O)([CH2:14]O)[CH3:13]. Given the product [Br:1][C:2]1[CH:3]=[C:4]([B:8]2[O:10][CH2:13][C:12]([CH3:16])([CH3:14])[CH2:11][O:9]2)[CH:5]=[CH:6][CH:7]=1, predict the reactants needed to synthesize it. (3) The reactants are: [Cl:1][C:2]1[C:7]([C:8]([NH2:10])=[O:9])=[C:6]([OH:11])[C:5]([NH:12][C:13]2[C:16](=[O:17])[C:15](=[O:18])[C:14]=2Cl)=[CH:4][CH:3]=1.[NH2:20][C:21]1[CH:26]=[CH:25][CH:24]=[CH:23][CH:22]=1. Given the product [Cl:1][C:2]1[C:7]([C:8]([NH2:10])=[O:9])=[C:6]([OH:11])[C:5]([NH:12][C:13]2[C:16](=[O:17])[C:15](=[O:18])[C:14]=2[NH:20][C:21]2[CH:26]=[CH:25][CH:24]=[CH:23][CH:22]=2)=[CH:4][CH:3]=1, predict the reactants needed to synthesize it. (4) Given the product [CH:8]([O:15][C:14](=[O:16])[CH:2]([O:1][CH:11]([CH3:12])[CH3:10])[NH:3][C:4]([O:6][CH2:7][C:8]1[CH:9]=[CH:10][CH:11]=[CH:12][CH:13]=1)=[O:5])([CH3:9])[CH3:7], predict the reactants needed to synthesize it. The reactants are: [OH:1][CH:2]([C:14]([OH:16])=[O:15])[NH:3][C:4]([O:6][CH2:7][C:8]1[CH:13]=[CH:12][CH:11]=[CH:10][CH:9]=1)=[O:5].S(Cl)(Cl)=O. (5) Given the product [N:9]1([CH:7]([C:5]2[S:6][C:2]([C:22]3[CH:23]=[CH:24][C:19]([C:17]([OH:18])=[O:16])=[CH:20][CH:21]=3)=[CH:3][CH:4]=2)[CH3:8])[CH2:14][CH2:13][O:12][CH2:11][CH2:10]1, predict the reactants needed to synthesize it. The reactants are: Br[C:2]1[S:6][C:5]([CH:7]([N:9]2[CH2:14][CH2:13][O:12][CH2:11][CH2:10]2)[CH3:8])=[CH:4][CH:3]=1.C[O:16][C:17]([C:19]1[CH:24]=[CH:23][C:22](B(O)O)=[CH:21][CH:20]=1)=[O:18].C(=O)([O-])[O-].[Na+].[Na+].O. (6) Given the product [C:1]([C:4]1[CH:5]=[CH:6][C:7]([O:14][CH3:15])=[C:8]([CH:13]=1)[C:9]([O:11][CH3:12])=[O:10])(=[O:3])[CH3:2], predict the reactants needed to synthesize it. The reactants are: [C:1]([C:4]1[CH:13]=[C:8]([C:9]([O:11][CH3:12])=[O:10])[C:7]([OH:14])=[CH:6][CH:5]=1)(=[O:3])[CH3:2].[C:15](=O)([O-])[O-].[K+].[K+].IC. (7) Given the product [CH3:1][C:2]1[CH:3]=[CH:4][CH:5]=[C:6]([C:18]([OH:20])=[O:19])[C:7]=1[C:8]1[CH:13]=[CH:12][C:11]([C:14]([F:16])([F:17])[F:15])=[CH:10][CH:9]=1, predict the reactants needed to synthesize it. The reactants are: [CH3:1][C:2]1[CH:3]=[CH:4][CH:5]=[C:6]([C:18]([O:20]C)=[O:19])[C:7]=1[C:8]1[CH:13]=[CH:12][C:11]([C:14]([F:17])([F:16])[F:15])=[CH:10][CH:9]=1.[OH-].[Na+].O.